From a dataset of Full USPTO retrosynthesis dataset with 1.9M reactions from patents (1976-2016). Predict the reactants needed to synthesize the given product. Given the product [CH3:23][C:18]1[C:17]([C:10]2[CH:9]=[C:8]3[C:13]([C:14]4[C:2]([C:33]5[C:42]6[C:37](=[CH:38][CH:39]=[CH:40][CH:41]=6)[C:36]([C:43]([O:45][CH3:46])=[O:44])=[CH:35][CH:34]=5)=[N:3][C:4]([CH3:24])=[N:5][C:6]=4[NH:7]3)=[CH:12][C:11]=2[O:15][CH3:16])=[C:21]([CH3:22])[O:20][N:19]=1, predict the reactants needed to synthesize it. The reactants are: Cl[C:2]1[C:14]2[C:13]3[C:8](=[CH:9][C:10]([C:17]4[C:18]([CH3:23])=[N:19][O:20][C:21]=4[CH3:22])=[C:11]([O:15][CH3:16])[CH:12]=3)[NH:7][C:6]=2[N:5]=[C:4]([CH3:24])[N:3]=1.CC1(C)C(C)(C)OB([C:33]2[C:42]3[C:37](=[CH:38][CH:39]=[CH:40][CH:41]=3)[C:36]([C:43]([O:45][CH3:46])=[O:44])=[CH:35][CH:34]=2)O1.C(=O)([O-])[O-].[Na+].[Na+].